From a dataset of Forward reaction prediction with 1.9M reactions from USPTO patents (1976-2016). Predict the product of the given reaction. (1) Given the reactants Br[C:2]1[CH:7]=[CH:6][C:5]([O:8][CH:9]([CH3:11])[CH3:10])=[CH:4][C:3]=1[C:12]([F:15])([F:14])[F:13].[I-:16].[Na+].CN[C@@H]1CCCC[C@H]1NC, predict the reaction product. The product is: [I:16][C:2]1[CH:7]=[CH:6][C:5]([O:8][CH:9]([CH3:11])[CH3:10])=[CH:4][C:3]=1[C:12]([F:15])([F:14])[F:13]. (2) The product is: [CH2:20]([O:27][C:28](=[O:31])[CH2:29][N:13]1[C:9]([C:6]2[CH:7]=[CH:8][C:3]([O:2][CH3:1])=[CH:4][CH:5]=2)=[N:10][N:11]=[N:12]1)[C:21]1[CH:26]=[CH:25][CH:24]=[CH:23][CH:22]=1. Given the reactants [CH3:1][O:2][C:3]1[CH:8]=[CH:7][C:6]([C:9]2[NH:13][N:12]=[N:11][N:10]=2)=[CH:5][CH:4]=1.C([O-])([O-])=O.[K+].[K+].[CH2:20]([O:27][C:28](=[O:31])[CH2:29]Br)[C:21]1[CH:26]=[CH:25][CH:24]=[CH:23][CH:22]=1, predict the reaction product. (3) Given the reactants [C:1]1([C:7]2[CH2:8][O:9][C:10]3[C:15]([C:16]=2[C:17]2[CH:22]=[CH:21][C:20]([CH:23]=[CH:24][C:25](O)=[O:26])=[CH:19][CH:18]=2)=[CH:14][CH:13]=[CH:12][CH:11]=3)[CH:6]=[CH:5][CH:4]=[CH:3][CH:2]=1.[C:28]1([S:34]([NH2:37])(=[O:36])=[O:35])[CH:33]=[CH:32][CH:31]=[CH:30][CH:29]=1, predict the reaction product. The product is: [C:1]1([C:7]2[CH2:8][O:9][C:10]3[C:15]([C:16]=2[C:17]2[CH:18]=[CH:19][C:20]([CH:23]=[CH:24][C:25]([NH:37][S:34]([C:28]4[CH:33]=[CH:32][CH:31]=[CH:30][CH:29]=4)(=[O:36])=[O:35])=[O:26])=[CH:21][CH:22]=2)=[CH:14][CH:13]=[CH:12][CH:11]=3)[CH:2]=[CH:3][CH:4]=[CH:5][CH:6]=1. (4) Given the reactants [CH3:1][O:2][C:3]1[CH:4]=[C:5]2[C:9](=[C:10]([CH3:12])[CH:11]=1)[NH:8][CH:7]=[CH:6]2.[CH3:13][C:14]([O:17][C:18](O[C:18]([O:17][C:14]([CH3:16])([CH3:15])[CH3:13])=[O:19])=[O:19])([CH3:16])[CH3:15].CCN(CC)CC, predict the reaction product. The product is: [CH3:1][O:2][C:3]1[CH:4]=[C:5]2[C:9](=[C:10]([CH3:12])[CH:11]=1)[N:8]([C:18]([O:17][C:14]([CH3:16])([CH3:15])[CH3:13])=[O:19])[CH:7]=[CH:6]2. (5) Given the reactants C([O:8][C:9]1[CH:17]=[C:16]2[C:12]([CH2:13][CH2:14]/[C:15]/2=[CH:18]\[C:19]([O:21][CH3:22])=[O:20])=[CH:11][CH:10]=1)C1C=CC=CC=1, predict the reaction product. The product is: [OH:8][C:9]1[CH:17]=[C:16]2[C:12]([CH2:13][CH2:14][CH:15]2[CH2:18][C:19]([O:21][CH3:22])=[O:20])=[CH:11][CH:10]=1. (6) Given the reactants C1COCC1.[Si:6]([O:13][C@@H:14]([C:21]#[CH:22])[CH2:15][C@@H:16]([CH:18]1[CH2:20][O:19]1)[OH:17])([C:9]([CH3:12])([CH3:11])[CH3:10])([CH3:8])[CH3:7].N1C(C)=CC(C)=CC=1C.C[Si](Cl)(C)C, predict the reaction product. The product is: [Si:6]([O:13][C@@H:14]1[CH2:15][C@H:16]([OH:17])[C@@H:18]([CH2:20][OH:19])[C:21]1=[CH2:22])([C:9]([CH3:12])([CH3:11])[CH3:10])([CH3:8])[CH3:7]. (7) Given the reactants [CH3:1][S:2]([O:5][CH2:6][CH:7]1[CH2:10][N:9]([CH:11]([C:18]2C=CC=C[CH:19]=2)[C:12]2[CH:17]=CC=C[CH:13]=2)[CH2:8]1)(=[O:4])=[O:3].Cl.[C:33](O[C:33]([O:35][C:36]([CH3:39])([CH3:38])[CH3:37])=[O:34])([O:35][C:36]([CH3:39])([CH3:38])[CH3:37])=[O:34].CCN(CC)CC, predict the reaction product. The product is: [CH3:19][CH2:18][CH2:11][CH:12]([CH3:17])[CH3:13].[CH3:1][S:2]([O:5][CH2:6][CH:7]1[CH2:10][N:9]([C:33]([O:35][C:36]([CH3:37])([CH3:38])[CH3:39])=[O:34])[CH2:8]1)(=[O:4])=[O:3]. (8) Given the reactants [Cl-].Cl[CH2:3][CH2:4][NH2+:5][CH:6]([CH2:8][CH3:9])[CH3:7].[CH3:10][C:11]1[CH:16]=[C:15]([N+:17]([O-:19])=[O:18])[CH:14]=[CH:13][C:12]=1[N:20]=[C:21]=[S:22], predict the reaction product. The product is: [CH3:10][C:11]1[CH:16]=[C:15]([N+:17]([O-:19])=[O:18])[CH:14]=[CH:13][C:12]=1[N:20]=[C:21]1[N:5]([CH:6]([CH2:8][CH3:9])[CH3:7])[CH2:4][CH2:3][S:22]1. (9) Given the reactants [CH2:1]([N:8]([CH2:15][CH2:16][C:17]([O:19][CH2:20][CH3:21])=[O:18])[CH2:9][C:10](OCC)=[O:11])[C:2]1[CH:7]=[CH:6][CH:5]=[CH:4][CH:3]=1.CC(C)([O-])C.[K+].Cl.C(=O)(O)[O-].[Na+], predict the reaction product. The product is: [CH2:1]([N:8]1[CH2:9][C:10](=[O:11])[CH:16]([C:17]([O:19][CH2:20][CH3:21])=[O:18])[CH2:15]1)[C:2]1[CH:7]=[CH:6][CH:5]=[CH:4][CH:3]=1. (10) Given the reactants [NH2:1][C:2]1[N:3]([CH2:24][CH:25]2[CH2:30][CH2:29][CH2:28][CH2:27][CH2:26]2)[C:4](=[O:23])[C:5]2([C:15]3[C:10](=[CH:11][CH:12]=[C:13](Br)[CH:14]=3)[O:9][CH:8]([C:17]3[CH:22]=[CH:21][CH:20]=[CH:19][CH:18]=3)[CH2:7]2)[N:6]=1.[C:31]([C:33]1[CH:34]=[C:35](B(O)O)[CH:36]=[CH:37][CH:38]=1)#[N:32], predict the reaction product. The product is: [NH2:1][C:2]1[N:3]([CH2:24][CH:25]2[CH2:30][CH2:29][CH2:28][CH2:27][CH2:26]2)[C:4](=[O:23])[C:5]2([C:15]3[C:10](=[CH:11][CH:12]=[C:13]([C:37]4[CH:38]=[C:33]([CH:34]=[CH:35][CH:36]=4)[C:31]#[N:32])[CH:14]=3)[O:9][CH:8]([C:17]3[CH:22]=[CH:21][CH:20]=[CH:19][CH:18]=3)[CH2:7]2)[N:6]=1.